Dataset: Peptide-MHC class I binding affinity with 185,985 pairs from IEDB/IMGT. Task: Regression. Given a peptide amino acid sequence and an MHC pseudo amino acid sequence, predict their binding affinity value. This is MHC class I binding data. The peptide sequence is ESVKTQFNY. The MHC is HLA-A30:02 with pseudo-sequence HLA-A30:02. The binding affinity (normalized) is 0.425.